This data is from Forward reaction prediction with 1.9M reactions from USPTO patents (1976-2016). The task is: Predict the product of the given reaction. Given the reactants [C:1](=[O:4])([O-])[O-].[K+].[K+].CI.[CH2:9]([C:13]1[CH:26]=[CH:25][C:16]([CH2:17][C:18]2[C:23](O)=[CH:22][CH:21]=[CH:20][N:19]=2)=[CH:15][CH:14]=1)[CH2:10][CH2:11][CH3:12].C(OCC)(=O)C, predict the reaction product. The product is: [CH2:9]([C:13]1[CH:26]=[CH:25][C:16]([CH2:17][C:18]2[C:23]([O:4][CH3:1])=[CH:22][CH:21]=[CH:20][N:19]=2)=[CH:15][CH:14]=1)[CH2:10][CH2:11][CH3:12].